Task: Regression. Given two drug SMILES strings and cell line genomic features, predict the synergy score measuring deviation from expected non-interaction effect.. Dataset: NCI-60 drug combinations with 297,098 pairs across 59 cell lines (1) Drug 1: CC1C(C(CC(O1)OC2CC(CC3=C2C(=C4C(=C3O)C(=O)C5=C(C4=O)C(=CC=C5)OC)O)(C(=O)CO)O)N)O.Cl. Drug 2: COCCOC1=C(C=C2C(=C1)C(=NC=N2)NC3=CC=CC(=C3)C#C)OCCOC.Cl. Cell line: A549. Synergy scores: CSS=33.8, Synergy_ZIP=7.37, Synergy_Bliss=10.8, Synergy_Loewe=2.72, Synergy_HSA=12.5. (2) Drug 1: CN(C)N=NC1=C(NC=N1)C(=O)N. Drug 2: C1=NC2=C(N=C(N=C2N1C3C(C(C(O3)CO)O)F)Cl)N. Cell line: SK-MEL-2. Synergy scores: CSS=23.4, Synergy_ZIP=-4.36, Synergy_Bliss=-7.04, Synergy_Loewe=-47.4, Synergy_HSA=-8.97. (3) Drug 1: CS(=O)(=O)CCNCC1=CC=C(O1)C2=CC3=C(C=C2)N=CN=C3NC4=CC(=C(C=C4)OCC5=CC(=CC=C5)F)Cl. Drug 2: C1CN(CCN1C(=O)CCBr)C(=O)CCBr. Cell line: UO-31. Synergy scores: CSS=15.2, Synergy_ZIP=-4.37, Synergy_Bliss=1.10, Synergy_Loewe=-0.0426, Synergy_HSA=1.94. (4) Synergy scores: CSS=14.1, Synergy_ZIP=-5.20, Synergy_Bliss=0.754, Synergy_Loewe=-1.12, Synergy_HSA=0.0300. Cell line: NCI-H226. Drug 1: C(CC(=O)O)C(=O)CN.Cl. Drug 2: CCN(CC)CCCC(C)NC1=C2C=C(C=CC2=NC3=C1C=CC(=C3)Cl)OC.